Dataset: Full USPTO retrosynthesis dataset with 1.9M reactions from patents (1976-2016). Task: Predict the reactants needed to synthesize the given product. (1) Given the product [F:1][C:2]1[CH:7]=[CH:6][CH:5]=[C:4]([F:8])[C:3]=1[N:9]1[C:14]2[N:15]=[C:16]([NH:27][CH2:28][CH2:29][NH:30][C:40]([NH:39][C:35]3[CH:36]=[CH:37][CH:38]=[C:33]([F:32])[CH:34]=3)=[O:41])[N:17]=[C:18]([C:19]3[CH:24]=[CH:23][C:22]([F:25])=[CH:21][C:20]=3[CH3:26])[C:13]=2[CH:12]=[CH:11][C:10]1=[O:31], predict the reactants needed to synthesize it. The reactants are: [F:1][C:2]1[CH:7]=[CH:6][CH:5]=[C:4]([F:8])[C:3]=1[N:9]1[C:14]2[N:15]=[C:16]([NH:27][CH2:28][CH2:29][NH2:30])[N:17]=[C:18]([C:19]3[CH:24]=[CH:23][C:22]([F:25])=[CH:21][C:20]=3[CH3:26])[C:13]=2[CH:12]=[CH:11][C:10]1=[O:31].[F:32][C:33]1[CH:34]=[C:35]([N:39]=[C:40]=[O:41])[CH:36]=[CH:37][CH:38]=1. (2) Given the product [C:1]([C:4]1[N:9]=[C:8]([C:10]2[CH:15]=[CH:14][C:13]([C:26]3[CH:27]=[C:22]([Cl:21])[C:23]([CH2:37][C:38]([O:40][CH3:41])=[O:39])=[CH:24][C:25]=3[Cl:36])=[CH:12][CH:11]=2)[C:7]([CH3:19])=[N:6][C:5]=1[CH3:20])(=[O:3])[NH2:2], predict the reactants needed to synthesize it. The reactants are: [C:1]([C:4]1[N:9]=[C:8]([C:10]2[CH:15]=[CH:14][C:13](B(O)O)=[CH:12][CH:11]=2)[C:7]([CH3:19])=[N:6][C:5]=1[CH3:20])(=[O:3])[NH2:2].[Cl:21][C:22]1[CH:27]=[C:26](OS(C(F)(F)F)(=O)=O)[C:25]([Cl:36])=[CH:24][C:23]=1[CH2:37][C:38]([O:40][CH3:41])=[O:39].C(=O)([O-])[O-].[Na+].[Na+].[Cl-].[Li+]. (3) Given the product [Cl:1][C:2]1[N:7]=[CH:6][N:5]2[CH:10]=[C:11]([C:13]3[CH:18]=[CH:17][CH:16]=[C:15]([N+:19]([O-:21])=[O:20])[CH:14]=3)[N:8]=[C:4]2[CH:3]=1, predict the reactants needed to synthesize it. The reactants are: [Cl:1][C:2]1[N:7]=[CH:6][N:5]=[C:4]([NH2:8])[CH:3]=1.Br[CH2:10][C:11]([C:13]1[CH:18]=[CH:17][CH:16]=[C:15]([N+:19]([O-:21])=[O:20])[CH:14]=1)=O.O. (4) Given the product [NH2:28][C@@H:26]([CH3:27])[C:25]([NH:24][C@@H:3]([CH:2]([CH3:37])[CH3:1])[C:4]([N:5]1[C:9]2=[N:10][CH:11]=[CH:12][CH:13]=[C:8]2[CH2:7][C@H:6]1[C:14]([NH:15][C:16]1[CH:17]=[CH:18][CH:19]=[CH:20][CH:21]=1)=[O:22])=[O:23])=[O:36], predict the reactants needed to synthesize it. The reactants are: [CH3:1][CH:2]([CH3:37])[C@H:3]([NH:24][C:25](=[O:36])[C@@H:26]([NH:28]C(=O)OC(C)(C)C)[CH3:27])[C:4](=[O:23])[N:5]1[C:9]2=[N:10][CH:11]=[CH:12][CH:13]=[C:8]2[CH2:7][C@H:6]1[C:14](=[O:22])[NH:15][C:16]1[CH:21]=[CH:20][CH:19]=[CH:18][CH:17]=1.C(O)(C(F)(F)F)=O. (5) Given the product [Br:1][C:2]1[CH:7]=[CH:6][C:5]2[O:8][C:17]3([CH2:18][CH2:19][O:14][CH2:15][CH2:16]3)[C:23](=[O:22])[NH:9][C:4]=2[CH:3]=1, predict the reactants needed to synthesize it. The reactants are: [Br:1][C:2]1[CH:7]=[CH:6][C:5]([OH:8])=[C:4]([N+:9]([O-])=O)[CH:3]=1.[OH-].[Na+].[O:14]1[CH2:19][CH2:18][C:17](=O)[CH2:16][CH2:15]1.Cl.[O:22]1CCC[CH2:23]1. (6) Given the product [F:35][C:2]1([F:27])[CH2:9][N:8]([C:10]([O:12][C:13]([CH3:16])([CH3:15])[CH3:14])=[O:11])[CH2:7][CH2:6][C:3]21[CH2:5][CH2:4]2, predict the reactants needed to synthesize it. The reactants are: O=[C:2]1[CH2:9][N:8]([C:10]([O:12][C:13]([CH3:16])([CH3:15])[CH3:14])=[O:11])[CH2:7][CH2:6][C:3]21[CH2:5][CH2:4]2.COCCN(S(F)(F)[F:27])CCOC.C(=O)(O)[O-].[Na+].[F-:35].[K+]. (7) Given the product [Cl:1][C:2]1[CH:20]=[CH:19][C:18]([F:21])=[CH:17][C:3]=1[CH2:4][C:5]1[C:6]([N:41]2[C:40](=[O:42])[CH2:39][CH2:38][CH:37]2[CH2:36][N:35]=[C:28]([C:29]2[CH:34]=[CH:33][CH:32]=[CH:31][CH:30]=2)[C:22]2[CH:23]=[CH:24][CH:25]=[CH:26][CH:27]=2)=[N:7][N:8]2[CH:13]=[CH:12][N:11]([CH3:14])[C:10](=[O:15])[C:9]=12, predict the reactants needed to synthesize it. The reactants are: [Cl:1][C:2]1[CH:20]=[CH:19][C:18]([F:21])=[CH:17][C:3]=1[CH2:4][C:5]1[C:6](I)=[N:7][N:8]2[CH:13]=[CH:12][N:11]([CH3:14])[C:10](=[O:15])[C:9]=12.[C:22]1([C:28](=[N:35][CH2:36][CH:37]2[NH:41][C:40](=[O:42])[CH2:39][CH2:38]2)[C:29]2[CH:34]=[CH:33][CH:32]=[CH:31][CH:30]=2)[CH:27]=[CH:26][CH:25]=[CH:24][CH:23]=1.P([O-])([O-])([O-])=O.[K+].[K+].[K+].CNCCNC.